From a dataset of Full USPTO retrosynthesis dataset with 1.9M reactions from patents (1976-2016). Predict the reactants needed to synthesize the given product. (1) Given the product [CH3:1][O:2][C:3]1[CH:4]=[C:5]2[C:9](=[CH:10][C:11]=1[O:12][CH3:13])[C:8](=[C:23]([C:17](=[O:22])[C:18]([CH3:21])([CH3:20])[CH3:19])[C:24]#[N:25])[CH2:7][C:6]2([CH3:16])[CH3:15], predict the reactants needed to synthesize it. The reactants are: [CH3:1][O:2][C:3]1[CH:4]=[C:5]2[C:9](=[CH:10][C:11]=1[O:12][CH3:13])[C:8](=O)[CH2:7][C:6]2([CH3:16])[CH3:15].[C:17]([CH2:23][C:24]#[N:25])(=[O:22])[C:18]([CH3:21])([CH3:20])[CH3:19].C(O)(=O)CC.C([O-])(=O)C.[NH4+]. (2) Given the product [OH:18][C:5]1[C:4]2[C:9](=[CH:10][CH:11]=[C:2]([CH:40]=[CH:39][C:38]([O:42][CH3:43])=[O:41])[CH:3]=2)[N:8]=[C:7]([C:12]2[CH:13]=[N:14][CH:15]=[CH:16][CH:17]=2)[N:6]=1, predict the reactants needed to synthesize it. The reactants are: I[C:2]1[CH:3]=[C:4]2[C:9](=[CH:10][CH:11]=1)[N:8]=[C:7]([C:12]1[CH:13]=[N:14][CH:15]=[CH:16][CH:17]=1)[N:6]=[C:5]2[OH:18].C1C=CC(P(C2C=CC=CC=2)C2C=CC=CC=2)=CC=1.[C:38]([O:42][CH3:43])(=[O:41])[CH:39]=[CH2:40].CCN(C(C)C)C(C)C. (3) Given the product [CH:31]1[C:30]2[CH:29]([CH2:28][O:27][C:25](=[O:26])[NH:24][C@H:20]([C:21](=[O:22])[NH:1][C:2]3[CH:7]=[CH:6][CH:5]=[CH:4][CH:3]=3)[CH2:19][CH2:18][CH2:17][CH2:16][NH2:15])[C:41]3[C:36](=[CH:37][CH:38]=[CH:39][CH:40]=3)[C:35]=2[CH:34]=[CH:33][CH:32]=1, predict the reactants needed to synthesize it. The reactants are: [NH2:1][C:2]1[CH:7]=[CH:6][CH:5]=[CH:4][CH:3]=1.C(OC([NH:15][CH2:16][CH2:17][CH2:18][CH2:19][C@H:20]([NH:24][C:25]([O:27][CH2:28][CH:29]1[C:41]2[CH:40]=[CH:39][CH:38]=[CH:37][C:36]=2[C:35]2[C:30]1=[CH:31][CH:32]=[CH:33][CH:34]=2)=[O:26])[C:21](O)=[O:22])=O)(C)(C)C. (4) Given the product [Cl:1][C:2]1[CH:14]=[C:13]([CH2:15][OH:16])[C:12]([O:17][C:18]2[N:22]([CH3:23])[N:21]=[C:20]([CH3:24])[C:19]=2[CH3:25])=[CH:11][C:3]=1[O:4][C@@H:5]([CH3:10])[C:6]([O:8][CH3:9])=[O:7], predict the reactants needed to synthesize it. The reactants are: [Cl:1][C:2]1[CH:14]=[C:13]([CH:15]=[O:16])[C:12]([O:17][C:18]2[N:22]([CH3:23])[N:21]=[C:20]([CH3:24])[C:19]=2[CH3:25])=[CH:11][C:3]=1[O:4][C@@H:5]([CH3:10])[C:6]([O:8][CH3:9])=[O:7].[BH4-].[Na+].CO.O. (5) Given the product [CH3:22][CH:20]([C:18]1[S:19][C:15]([C:13]2[CH:12]=[CH:11][N:10]=[C:9]([NH:1][CH2:2][CH2:3][S:4]([CH3:7])(=[O:6])=[O:5])[N:14]=2)=[C:16]([C:23]2[CH:24]=[C:25]([NH:29][S:30]([C:33]3[CH:34]=[N:35][CH:36]=[CH:37][CH:38]=3)(=[O:32])=[O:31])[CH:26]=[CH:27][CH:28]=2)[N:17]=1)[CH3:21], predict the reactants needed to synthesize it. The reactants are: [NH2:1][CH2:2][CH2:3][S:4]([CH3:7])(=[O:6])=[O:5].Cl[C:9]1[N:14]=[C:13]([C:15]2[S:19][C:18]([CH:20]([CH3:22])[CH3:21])=[N:17][C:16]=2[C:23]2[CH:24]=[C:25]([NH:29][S:30]([C:33]3[CH:34]=[N:35][CH:36]=[CH:37][CH:38]=3)(=[O:32])=[O:31])[CH:26]=[CH:27][CH:28]=2)[CH:12]=[CH:11][N:10]=1. (6) The reactants are: Br[C:2]1[N:6]([CH2:7][CH3:8])[CH:5]=[C:4]([C:9]([NH2:11])=[O:10])[CH:3]=1.C(=O)([O-])[O-].[Cs+].[Cs+].CC1(C)C(C)(C)OB([C:26]2[CH:31]=[CH:30][N:29]=[C:28]([NH:32][C:33](=[O:35])[CH3:34])[CH:27]=2)O1. Given the product [C:33]([NH:32][C:28]1[CH:27]=[C:26]([C:2]2[N:6]([CH2:7][CH3:8])[CH:5]=[C:4]([C:9]([NH2:11])=[O:10])[CH:3]=2)[CH:31]=[CH:30][N:29]=1)(=[O:35])[CH3:34], predict the reactants needed to synthesize it. (7) The reactants are: C(OC([N:8]1[CH2:12][C@@H:11]([CH2:13][N:14]([CH:31]([CH3:33])[CH3:32])[C:15](=[O:30])[C:16]2[CH:21]=[CH:20][C:19]([O:22][CH3:23])=[C:18]([O:24][CH2:25][CH2:26][CH2:27][O:28][CH3:29])[CH:17]=2)[C@H:10]([OH:34])[CH2:9]1)=O)(C)(C)C.BrC[C:37]1[C:46]2[C:41](=[CH:42][CH:43]=[CH:44][CH:45]=2)[CH:40]=[CH:39][CH:38]=1.[CH3:47]C#N.O. Given the product [CH:31]([N:14]([CH2:13][C@H:11]1[C@H:10]([O:34][CH2:47][C:39]2[CH:38]=[CH:37][C:46]3[C:41](=[CH:42][CH:43]=[CH:44][CH:45]=3)[CH:40]=2)[CH2:9][NH:8][CH2:12]1)[C:15](=[O:30])[C:16]1[CH:21]=[CH:20][C:19]([O:22][CH3:23])=[C:18]([O:24][CH2:25][CH2:26][CH2:27][O:28][CH3:29])[CH:17]=1)([CH3:32])[CH3:33], predict the reactants needed to synthesize it.